This data is from TCR-epitope binding with 47,182 pairs between 192 epitopes and 23,139 TCRs. The task is: Binary Classification. Given a T-cell receptor sequence (or CDR3 region) and an epitope sequence, predict whether binding occurs between them. (1) Result: 1 (the TCR binds to the epitope). The epitope is GLIYNRMGAVTTEV. The TCR CDR3 sequence is CASRRDTRNQPQHF. (2) The epitope is GTHWFVTQR. The TCR CDR3 sequence is CASSYGGNYGYTF. Result: 0 (the TCR does not bind to the epitope). (3) The epitope is LLWNGPMAV. Result: 1 (the TCR binds to the epitope). The TCR CDR3 sequence is CATSREQGDTGELFF. (4) The epitope is ILHCANFNV. The TCR CDR3 sequence is CASSYSGTGRKTEAFF. Result: 1 (the TCR binds to the epitope). (5) The epitope is SSNVANYQK. The TCR CDR3 sequence is CASSPTPGGLYEQYF. Result: 0 (the TCR does not bind to the epitope). (6) The TCR CDR3 sequence is CASSASTSDYSYEQYF. Result: 1 (the TCR binds to the epitope). The epitope is KRWIIMGLNK. (7) The epitope is RLDKVEAEV. The TCR CDR3 sequence is CASSQGLGSYEQYF. Result: 0 (the TCR does not bind to the epitope).